This data is from Full USPTO retrosynthesis dataset with 1.9M reactions from patents (1976-2016). The task is: Predict the reactants needed to synthesize the given product. (1) Given the product [OH:1][C:2]1[C:9]([CH3:10])=[CH:8][C:7]([N+:11]([O-:13])=[O:12])=[CH:6][C:3]=1[CH:4]=[O:5], predict the reactants needed to synthesize it. The reactants are: [OH:1][C:2]1[C:9]([CH3:10])=[CH:8][CH:7]=[CH:6][C:3]=1[CH:4]=[O:5].[N+:11]([O-])([OH:13])=[O:12]. (2) The reactants are: [CH:1]1([CH2:4][C:5](=O)[CH3:6])[CH2:3][CH2:2]1.[F:8][C:9]1[CH:10]=[C:11]([C:15]2[CH:29]=[CH:28][C:18]([C:19]([NH:21][CH:22]3[CH2:27][CH2:26][NH:25][CH2:24][CH2:23]3)=[O:20])=[CH:17][N:16]=2)[CH:12]=[CH:13][CH:14]=1.C(O[BH-](OC(=O)C)OC(=O)C)(=O)C.[Na+].C([O-])([O-])=O.[K+].[K+]. Given the product [CH:1]1([CH2:4][CH:5]([N:25]2[CH2:24][CH2:23][CH:22]([NH:21][C:19](=[O:20])[C:18]3[CH:28]=[CH:29][C:15]([C:11]4[CH:12]=[CH:13][CH:14]=[C:9]([F:8])[CH:10]=4)=[N:16][CH:17]=3)[CH2:27][CH2:26]2)[CH3:6])[CH2:3][CH2:2]1, predict the reactants needed to synthesize it.